Task: Predict the product of the given reaction.. Dataset: Forward reaction prediction with 1.9M reactions from USPTO patents (1976-2016) (1) Given the reactants I[C:2]1[CH:11]=[CH:10][CH:9]=[C:8]2[C:3]=1[CH:4]=[CH:5][C:6](Cl)=[N:7]2.[CH3:13][C:14]1[O:18][C:17]([CH2:19][NH2:20])=[CH:16][CH:15]=1.[O:21]1[C:30]2[C:25](=[CH:26][CH:27]=[CH:28][CH:29]=2)[CH:24]([NH2:31])[CH2:23][CH2:22]1, predict the reaction product. The product is: [O:21]1[C:30]2[C:25](=[CH:26][CH:27]=[CH:28][CH:29]=2)[CH:24]([NH:31][C:2]2[C:3]3[CH:4]=[CH:5][C:6]([NH:20][CH2:19][C:17]4[O:18][C:14]([CH3:13])=[CH:15][CH:16]=4)=[N:7][C:8]=3[CH:9]=[CH:10][CH:11]=2)[CH2:23][CH2:22]1. (2) Given the reactants [CH:1]([C:4]1[N:5]=[C:6]2[CH:11]=[C:10]([C:12]#[N:13])[C:9]([CH3:14])=[CH:8][N:7]2[CH:15]=1)([CH3:3])[CH3:2].[I:16]N1C(=O)CCC1=O.C(=O)([O-])[O-].[Na+].[Na+], predict the reaction product. The product is: [I:16][C:15]1[N:7]2[CH:8]=[C:9]([CH3:14])[C:10]([C:12]#[N:13])=[CH:11][C:6]2=[N:5][C:4]=1[CH:1]([CH3:3])[CH3:2]. (3) Given the reactants Cl.Cl[CH2:3][C:4]1[N:5]([CH2:18][CH:19]([CH3:21])[CH3:20])[C:6]2[C:15]3[CH:14]=[CH:13][CH:12]=[CH:11][C:10]=3[N:9]=[C:8]([NH2:16])[C:7]=2[N:17]=1.[NH:22]1[CH2:27][CH2:26][O:25][CH2:24][CH2:23]1, predict the reaction product. The product is: [CH3:20][CH:19]([CH3:21])[CH2:18][N:5]1[C:6]2[C:15]3[CH:14]=[CH:13][CH:12]=[CH:11][C:10]=3[N:9]=[C:8]([NH2:16])[C:7]=2[N:17]=[C:4]1[CH2:3][N:22]1[CH2:27][CH2:26][O:25][CH2:24][CH2:23]1. (4) Given the reactants Br[C:2]1[CH:3]=[CH:4][C:5]([C:10]([N:12]2[CH2:17][CH2:16][N:15]([C:18]3[C:23]([CH3:24])=[CH:22][C:21]([CH3:25])=[CH:20][N:19]=3)[CH2:14][CH2:13]2)=[O:11])=[C:6]([CH:9]=1)[C:7]#[N:8].[CH3:26][C@@H:27]1[CH2:31][O:30][C:29](=[O:32])[NH:28]1, predict the reaction product. The product is: [C:7]([C:6]1[CH:9]=[C:2]([N:28]2[C@H:27]([CH3:26])[CH2:31][O:30][C:29]2=[O:32])[CH:3]=[CH:4][C:5]=1[C:10]([N:12]1[CH2:17][CH2:16][N:15]([C:18]2[C:23]([CH3:24])=[CH:22][C:21]([CH3:25])=[CH:20][N:19]=2)[CH2:14][CH2:13]1)=[O:11])#[N:8]. (5) Given the reactants [Cl:1][C:2]1[N:10]=[CH:9][C:8]([CH2:11][CH3:12])=[CH:7][C:3]=1[C:4]([OH:6])=O.Cl.[Cl:14][C:15]1[CH:16]=[C:17]([CH2:22][CH2:23][O:24][CH2:25][C:26]([NH2:28])=[NH:27])[CH:18]=[CH:19][C:20]=1[F:21].CN(C(ON1N=NC2C=CC=CC1=2)=[N+](C)C)C.[B-](F)(F)(F)F.CCN(C(C)C)C(C)C, predict the reaction product. The product is: [Cl:1][C:2]1[N:10]=[CH:9][C:8]([CH2:11][CH3:12])=[CH:7][C:3]=1[C:4]([NH:28][C:26](=[NH:27])[CH2:25][O:24][CH2:23][CH2:22][C:17]1[CH:18]=[CH:19][C:20]([F:21])=[C:15]([Cl:14])[CH:16]=1)=[O:6].